This data is from Blood-brain barrier permeability classification from the B3DB database. The task is: Regression/Classification. Given a drug SMILES string, predict its absorption, distribution, metabolism, or excretion properties. Task type varies by dataset: regression for continuous measurements (e.g., permeability, clearance, half-life) or binary classification for categorical outcomes (e.g., BBB penetration, CYP inhibition). Dataset: b3db_classification. (1) The molecule is COc1ccc2c3c1O[C@H]1[C@H](O)C=C[C@H]4[C@@H](C2)N(C)CC[C@]341. The result is 1 (penetrates BBB). (2) The result is 1 (penetrates BBB). The drug is CCCCn1ccc(=O)c(O)c1C. (3) The drug is Cc1cccc(C)c1NC(=O)c1ccc(N)cc1. The result is 1 (penetrates BBB). (4) The molecule is CO/N=C(\C(=O)N[C@H]1C(=O)N2C(C(=O)O)=C(CSc3nnnn3C)CS[C@@H]12)c1csc(N)n1. The result is 0 (does not penetrate BBB). (5) The molecule is OC1(c2ccc(Cl)cc2)c2ccccc2C2=NCCN21. The result is 1 (penetrates BBB). (6) The compound is C1CC1. The result is 1 (penetrates BBB). (7) The drug is c1cnc2c(c1)C(Cc1ccncc1)(Cc1ccncc1)c1cccnc1-2. The result is 1 (penetrates BBB). (8) The drug is CCO[C@H]1C[C@@]2(C)[C@@H](CC[C@H]3[C@@H]4CC[C@H](C(C)=O)[C@@]4(C)C[C@@H](N(C)C)[C@@H]32)C[C@@H]1O. The result is 1 (penetrates BBB). (9) The compound is CO[C@H]1/C=C/O[C@@]2(C)Oc3c(C)c(O)c4c(O)c(c5c(c4c3C2=O)NC2(CCN(CC(C)C)CC2)N=5)=NC(=O)/C(C)=C\C=C\[C@H](C)[C@H](O)[C@@H](C)[C@@H](O)[C@@H](C)[C@H](OC(C)=O)[C@@H]1C. The result is 0 (does not penetrate BBB). (10) The drug is CCCC(=O)O[C@]1(C(=O)COC(C)=O)CC[C@H]2[C@@H]3C[C@H](C)C4=CC(=O)CC[C@]4(C)[C@H]3[C@@H](O)C[C@@]21C. The result is 1 (penetrates BBB).